Regression. Given a peptide amino acid sequence and an MHC pseudo amino acid sequence, predict their binding affinity value. This is MHC class I binding data. From a dataset of Peptide-MHC class I binding affinity with 185,985 pairs from IEDB/IMGT. (1) The peptide sequence is YLIHDNIMY. The MHC is HLA-A68:01 with pseudo-sequence HLA-A68:01. The binding affinity (normalized) is 0.0573. (2) The peptide sequence is FRRFTQAIY. The MHC is HLA-A02:11 with pseudo-sequence HLA-A02:11. The binding affinity (normalized) is 0.0847.